Dataset: Reaction yield outcomes from USPTO patents with 853,638 reactions. Task: Predict the reaction yield, written as a fraction of the theoretical maximum amount of product (1.0 means a 100% yield; for example, 0.34 means a 34% yield). (1) The reactants are [C:1]1([CH:7]([CH3:11])[C:8]([OH:10])=O)[CH:6]=[CH:5][CH:4]=[CH:3][CH:2]=1.O=C1N(P(Cl)(N2CCOC2=O)=O)CCO1.C(N(CC)CC)C.[Br:34][C:35]1[C:36]([F:45])=[C:37]2[C:43]([NH2:44])=[CH:42][NH:41][C:38]2=[N:39][CH:40]=1.C([O-])([O-])=O.[Na+].[Na+]. The catalyst is C(Cl)Cl. The product is [Br:34][C:35]1[C:36]([F:45])=[C:37]2[C:43]([NH:44][C:8](=[O:10])[CH:7]([C:1]3[CH:2]=[CH:3][CH:4]=[CH:5][CH:6]=3)[CH3:11])=[CH:42][NH:41][C:38]2=[N:39][CH:40]=1. The yield is 0.488. (2) The yield is 0.460. The reactants are Cl[C:2]1[C:11]2[C:6](=[CH:7][C:8]([O:14][CH2:15][CH2:16][CH2:17][N:18]3[CH2:23][CH2:22][CH2:21][CH2:20][CH2:19]3)=[C:9]([O:12][CH3:13])[CH:10]=2)[N:5]=[CH:4][N:3]=1.[F:24][C:25]1[CH:33]=[C:32]2[C:28]([CH:29]=[CH:30][NH:31]2)=[CH:27][C:26]=1[OH:34].C(=O)([O-])[O-].[K+].[K+]. The product is [F:24][C:25]1[CH:33]=[C:32]2[C:28]([CH:29]=[CH:30][NH:31]2)=[CH:27][C:26]=1[O:34][C:2]1[C:11]2[C:6](=[CH:7][C:8]([O:14][CH2:15][CH2:16][CH2:17][N:18]3[CH2:23][CH2:22][CH2:21][CH2:20][CH2:19]3)=[C:9]([O:12][CH3:13])[CH:10]=2)[N:5]=[CH:4][N:3]=1. The catalyst is CN(C=O)C. (3) The reactants are O[CH2:2][C:3]1[CH:20]=[CH:19][C:6]2/[C:7](=[CH:16]\[C:17]#[N:18])/[C:8]3[CH:15]=[CH:14][CH:13]=[CH:12][C:9]=3[O:10][CH2:11][C:5]=2[CH:4]=1.N1C(C)=CC=CC=1C.[Br-:29].[Li+].CS(OS(C)(=O)=O)(=O)=O. The catalyst is C1COCC1.O. The product is [Br:29][CH2:2][C:3]1[CH:20]=[CH:19][C:6]2/[C:7](=[CH:16]\[C:17]#[N:18])/[C:8]3[CH:15]=[CH:14][CH:13]=[CH:12][C:9]=3[O:10][CH2:11][C:5]=2[CH:4]=1. The yield is 0.840. (4) The product is [CH:24]([NH:23][C:19]1[N:18]=[C:17]([C:16]2[C:8]([C:6]3[CH:5]=[CH:4][N:3]=[C:2]([NH:9][CH:8]([CH3:16])[CH3:6])[CH:7]=3)=[N:9][N:10]3[CH:15]=[CH:14][CH:13]=[CH:12][C:11]=23)[CH:22]=[CH:21][N:20]=1)([CH3:26])[CH3:25]. The catalyst is C(N)(C)C. The reactants are F[C:2]1[CH:7]=[C:6]([C:8]2[C:16]([C:17]3[CH:22]=[CH:21][N:20]=[C:19]([NH:23][CH:24]([CH3:26])[CH3:25])[N:18]=3)=[C:11]3[CH:12]=[CH:13][CH:14]=[CH:15][N:10]3[N:9]=2)[CH:5]=[CH:4][N:3]=1. The yield is 0.560. (5) The catalyst is C(OCC)(=O)C.CO. The yield is 0.370. The product is [CH2:1]([N:3]([CH2:6][C@@H:7]1[N:12]([CH2:13][CH2:14][C@@H:15]([NH:24][C:25]2[CH:30]=[CH:29][C:28]([S:31]([NH2:34])(=[O:32])=[O:33])=[CH:27][C:26]=2[S:35]([C:38]([F:40])([F:39])[F:41])(=[O:37])=[O:36])[CH2:16][S:17][C:18]2[CH:19]=[CH:20][CH:21]=[CH:22][CH:23]=2)[CH2:11][CH2:10][O:9][CH2:8]1)[CH2:4][CH3:5])[CH3:2]. The reactants are [CH2:1]([N:3]([CH2:6][C@@H:7]1[N:12]([C:13](=O)[CH2:14][C@@H:15]([NH:24][C:25]2[CH:30]=[CH:29][C:28]([S:31]([NH2:34])(=[O:33])=[O:32])=[CH:27][C:26]=2[S:35]([C:38]([F:41])([F:40])[F:39])(=[O:37])=[O:36])[CH2:16][S:17][C:18]2[CH:23]=[CH:22][CH:21]=[CH:20][CH:19]=2)[CH2:11][CH2:10][O:9][CH2:8]1)[CH2:4][CH3:5])[CH3:2].C1COCC1.Cl.C(=O)([O-])[O-].[Na+].[Na+]. (6) The reactants are [CH3:1][C:2](=[CH2:16])[CH2:3][CH2:4][O:5][C:6]1[CH:7]=[C:8]([NH:12][C:13](=[O:15])[CH3:14])[CH:9]=[CH:10][CH:11]=1.[Al+3].[Cl-].[Cl-].[Cl-].O. The catalyst is FC1C=CC=CC=1. The product is [CH3:16][C:2]1([CH3:1])[C:11]2[C:6](=[CH:7][C:8]([NH:12][C:13](=[O:15])[CH3:14])=[CH:9][CH:10]=2)[O:5][CH2:4][CH2:3]1. The yield is 0.540. (7) The reactants are [CH2:1]([C:3]([C:21]1[S:25][C:24]([C:26](O)=[O:27])=[C:23]([CH3:29])[CH:22]=1)([C:6]1[CH:11]=[CH:10][C:9]([O:12][CH2:13][CH:14]([OH:19])[C:15]([CH3:18])([CH3:17])[CH3:16])=[C:8]([CH3:20])[CH:7]=1)[CH2:4][CH3:5])[CH3:2].Cl.[CH3:31][O:32][C:33](=[O:38])[C:34]([NH2:37])([CH3:36])[CH3:35]. No catalyst specified. The product is [CH3:31][O:32][C:33](=[O:38])[C:34]([NH:37][C:26]([C:24]1[S:25][C:21]([C:3]([CH2:4][CH3:5])([C:6]2[CH:11]=[CH:10][C:9]([O:12][CH2:13][CH:14]([OH:19])[C:15]([CH3:18])([CH3:17])[CH3:16])=[C:8]([CH3:20])[CH:7]=2)[CH2:1][CH3:2])=[CH:22][C:23]=1[CH3:29])=[O:27])([CH3:36])[CH3:35]. The yield is 0.710. (8) The reactants are [H-].C([O:4][C:5]([C:7]1[N:8]=[C:9]2[N:17]=[C:16]3[N:11]([CH2:12][CH2:13][CH2:14][CH2:15]3)[N:10]2[CH:18]=1)=O)C.C(O)C.[Cl-].[NH4+]. The catalyst is C1(C)C=CC=CC=1.C1COCC1.C(OCC)(=O)C. The product is [N:8]1[C:7]([CH:5]=[O:4])=[CH:18][N:10]2[N:11]3[C:16]([CH2:15][CH2:14][CH2:13][CH2:12]3)=[N:17][C:9]=12. The yield is 0.580.